This data is from Full USPTO retrosynthesis dataset with 1.9M reactions from patents (1976-2016). The task is: Predict the reactants needed to synthesize the given product. (1) Given the product [C:19]([O:18][C:16]([N:13]1[C:14]2[CH:1]=[CH:2][CH:3]=[C:4]([OH:15])[C:5]=2[S:6][C:7]2[C:12]1=[CH:11][CH:10]=[CH:9][CH:8]=2)=[O:17])([CH3:22])([CH3:21])[CH3:20], predict the reactants needed to synthesize it. The reactants are: [CH:1]1[C:14]2[NH:13][C:12]3[C:7](=[CH:8][CH:9]=[CH:10][CH:11]=3)[S:6][C:5]=2[C:4]([OH:15])=[CH:3][CH:2]=1.[C:16](O[C:16]([O:18][C:19]([CH3:22])([CH3:21])[CH3:20])=[O:17])([O:18][C:19]([CH3:22])([CH3:21])[CH3:20])=[O:17].[OH-].[Na+].Cl. (2) The reactants are: Cl[C:2]1[N:11]=[CH:10][C:9]2[N:8]([CH:12]3[CH2:17][CH2:16][O:15][CH2:14][CH2:13]3)[C:7](=[O:18])[CH:6]3[CH2:19][O:20][CH2:21][CH2:22][N:5]3[C:4]=2[N:3]=1.[CH3:23][NH:24][C:25]([NH:27][C:28]1[CH:33]=[CH:32][C:31](B2OC(C)(C)C(C)(C)O2)=[CH:30][CH:29]=1)=[O:26].[C:43](=O)(O)[O-].[Na+]. Given the product [CH3:23][NH:24][C:25]([NH:27][C:28]1[CH:33]=[CH:32][C:31]([C:2]2[N:11]=[CH:10][C:9]3[N:8]([CH:12]4[CH2:17][CH2:16][O:15][CH2:14][CH2:13]4)[C:7](=[O:18])[C:6]4([CH3:43])[CH2:19][O:20][CH2:21][CH2:22][N:5]4[C:4]=3[N:3]=2)=[CH:30][CH:29]=1)=[O:26], predict the reactants needed to synthesize it. (3) Given the product [NH2:33][C@@H:30]1[CH2:31][CH2:32][N:28]([C:12]2[C:13]3[CH2:23][CH2:22][CH2:21][C:20]4[N:24]([CH3:27])[N:25]=[CH:26][C:19]=4[C:14]=3[N:15]=[C:16]([NH2:18])[N:17]=2)[CH2:29]1, predict the reactants needed to synthesize it. The reactants are: CC1C=CC(S(O[C:12]2[C:13]3[CH2:23][CH2:22][CH2:21][C:20]4[N:24]([CH3:27])[N:25]=[CH:26][C:19]=4[C:14]=3[N:15]=[C:16]([NH2:18])[N:17]=2)(=O)=O)=CC=1.[NH:28]1[CH2:32][CH2:31][C@@H:30]([NH:33]C(=O)OC(C)(C)C)[CH2:29]1. (4) Given the product [N+:12]([C:9]1[CH:10]=[C:11]2[C:6](=[CH:7][CH:8]=1)[N:5]([C:15]([C:22]1[CH:23]=[CH:24][CH:25]=[CH:26][CH:27]=1)([C:16]1[CH:21]=[CH:20][CH:19]=[CH:18][CH:17]=1)[C:28]1[CH:33]=[CH:32][CH:31]=[CH:30][CH:29]=1)[N:4]=[C:3]2[C:1]1[O:41][C:40]2[CH:39]=[CH:38][N:37]=[CH:36][C:35]=2[CH:2]=1)([O-:14])=[O:13], predict the reactants needed to synthesize it. The reactants are: [C:1]([C:3]1[C:11]2[C:6](=[CH:7][CH:8]=[C:9]([N+:12]([O-:14])=[O:13])[CH:10]=2)[N:5]([C:15]([C:28]2[CH:33]=[CH:32][CH:31]=[CH:30][CH:29]=2)([C:22]2[CH:27]=[CH:26][CH:25]=[CH:24][CH:23]=2)[C:16]2[CH:21]=[CH:20][CH:19]=[CH:18][CH:17]=2)[N:4]=1)#[CH:2].I[C:35]1[CH:36]=[N:37][CH:38]=[CH:39][C:40]=1[OH:41].C(N(CC)CC)C.C(OCC)(=O)C. (5) Given the product [Cl:17][C:11]1[C:12]([N:14]([CH3:16])[CH3:15])=[CH:13][C:8]2[N:7]=[C:21]([C:23]3[CH:28]=[CH:27][CH:26]=[C:25]([C:29]4[O:33][N:32]=[C:31]([CH3:34])[CH:30]=4)[CH:24]=3)[CH2:20][C:19](=[O:35])[NH:18][C:9]=2[CH:10]=1, predict the reactants needed to synthesize it. The reactants are: C(OC(=O)[NH:7][C:8]1[CH:13]=[C:12]([N:14]([CH3:16])[CH3:15])[C:11]([Cl:17])=[CH:10][C:9]=1[NH:18][C:19](=[O:35])[CH2:20][C:21]([C:23]1[CH:28]=[CH:27][CH:26]=[C:25]([C:29]2[O:33][N:32]=[C:31]([CH3:34])[CH:30]=2)[CH:24]=1)=O)(C)(C)C.C(O)(C(F)(F)F)=O.